From a dataset of Forward reaction prediction with 1.9M reactions from USPTO patents (1976-2016). Predict the product of the given reaction. (1) Given the reactants C(O)[C:2]([NH2:7])([CH2:5]O)[CH2:3]O.Cl.[OH2:10], predict the reaction product. The product is: [N+:7]([C:2]1[CH:5]=[CH:5][C:2]([NH2:7])=[CH:3][CH:3]=1)([O-:10])=[O:10]. (2) Given the reactants [CH:1]1([CH2:7][NH:8][C:9]2[S:10][C:11]3[CH:17]=[C:16]([O:18]C)[C:15]([F:20])=[CH:14][C:12]=3[N:13]=2)[CH2:6][CH2:5][CH2:4][CH2:3][CH2:2]1.B(Br)(Br)Br, predict the reaction product. The product is: [CH:1]1([CH2:7][NH:8][C:9]2[S:10][C:11]3[CH:17]=[C:16]([OH:18])[C:15]([F:20])=[CH:14][C:12]=3[N:13]=2)[CH2:2][CH2:3][CH2:4][CH2:5][CH2:6]1. (3) Given the reactants [CH2:1]([S:3][C:4]1[NH:9][C:8](=[O:10])[N:7]([C:11]([CH3:14])([CH3:13])[CH3:12])[C:6](=[O:15])[N:5]=1)[CH3:2].[Cl:16][C:17]1[CH:24]=[CH:23][C:20]([CH2:21]Br)=[CH:19][CH:18]=1.C(=O)([O-])[O-].[K+].[K+], predict the reaction product. The product is: [C:11]([N:7]1[C:8](=[O:10])[N:9]=[C:4]([S:3][CH2:1][CH3:2])[N:5]([CH2:21][C:20]2[CH:23]=[CH:24][C:17]([Cl:16])=[CH:18][CH:19]=2)[C:6]1=[O:15])([CH3:14])([CH3:13])[CH3:12]. (4) Given the reactants C(OC([N:11]1[CH2:16][CH:15]([O:17][CH2:18][C:19]2[CH:20]=[CH:21][C:22]3[O:27][CH2:26][CH2:25][N:24]([CH2:28][CH2:29][CH2:30][O:31][CH3:32])[C:23]=3[CH:33]=2)[CH:14]([C:34]2[CH:39]=[CH:38][C:37]([CH:40](OC(=O)COC)[CH:41]([CH3:43])[CH3:42])=[CH:36][CH:35]=2)[CH:13]([OH:50])[CH2:12]1)=O)C1C=CC=CC=1.C(CN)O, predict the reaction product. The product is: [CH2:40]([C:37]1[CH:38]=[CH:39][C:34]([CH:14]2[CH:15]([O:17][CH2:18][C:19]3[CH:20]=[CH:21][C:22]4[O:27][CH2:26][CH2:25][N:24]([CH2:28][CH2:29][CH2:30][O:31][CH3:32])[C:23]=4[CH:33]=3)[CH2:16][NH:11][CH2:12][CH:13]2[OH:50])=[CH:35][CH:36]=1)[CH:41]([CH3:42])[CH3:43]. (5) Given the reactants [Cl:1][C:2]1[CH:7]=[CH:6][CH:5]=[C:4](I)[C:3]=1[C:9]1[NH:13][C:12](=[O:14])[N:11]([C:15]2[CH:34]=[CH:33][C:18]([C:19]([NH:21][C:22]3[CH:27]=[CH:26][C:25]([F:28])=[C:24]([C:29]([F:32])([F:31])[F:30])[CH:23]=3)=[O:20])=[C:17]([O:35][CH3:36])[CH:16]=2)[N:10]=1.[C:37]([Cu])#[N:38], predict the reaction product. The product is: [Cl:1][C:2]1[CH:7]=[CH:6][CH:5]=[C:4]([C:37]#[N:38])[C:3]=1[C:9]1[NH:13][C:12](=[O:14])[N:11]([C:15]2[CH:34]=[CH:33][C:18]([C:19]([NH:21][C:22]3[CH:27]=[CH:26][C:25]([F:28])=[C:24]([C:29]([F:32])([F:31])[F:30])[CH:23]=3)=[O:20])=[C:17]([O:35][CH3:36])[CH:16]=2)[N:10]=1. (6) Given the reactants F[C:2]1[CH:7]=[CH:6][C:5]([NH:8][C:9]([NH:11][C:12]2[CH:17]=[CH:16][C:15]([O:18][C:19]3[CH:24]=[CH:23][CH:22]=[CH:21][CH:20]=3)=[CH:14][CH:13]=2)=[O:10])=[CH:4][C:3]=1[N+:25]([O-:27])=[O:26].[NH2:28][CH2:29][CH2:30][N:31]1[CH2:35][CH2:34][CH2:33][CH2:32]1, predict the reaction product. The product is: [N+:25]([C:3]1[CH:4]=[C:5]([NH:8][C:9]([NH:11][C:12]2[CH:17]=[CH:16][C:15]([O:18][C:19]3[CH:24]=[CH:23][CH:22]=[CH:21][CH:20]=3)=[CH:14][CH:13]=2)=[O:10])[CH:6]=[CH:7][C:2]=1[NH:28][CH2:29][CH2:30][N:31]1[CH2:35][CH2:34][CH2:33][CH2:32]1)([O-:27])=[O:26].